This data is from Full USPTO retrosynthesis dataset with 1.9M reactions from patents (1976-2016). The task is: Predict the reactants needed to synthesize the given product. (1) The reactants are: [Br:1][C:2]1[CH:7]=[CH:6][CH:5]=[CH:4][C:3]=1[NH:8][C:9](=[O:19])[C:10]([C:12]1[CH:17]=[CH:16][C:15]([CH3:18])=[CH:14][CH:13]=1)=[O:11].[BH4-].[Na+].[Cl-].[NH4+]. Given the product [Br:1][C:2]1[CH:7]=[CH:6][CH:5]=[CH:4][C:3]=1[NH:8][C:9](=[O:19])[CH:10]([OH:11])[C:12]1[CH:13]=[CH:14][C:15]([CH3:18])=[CH:16][CH:17]=1, predict the reactants needed to synthesize it. (2) Given the product [Si:1]([O:8][C:9]1[C:10]([F:24])=[C:11]([C:26]2[N:27]=[CH:28][C:29]([NH2:32])=[N:30][CH:31]=2)[CH:12]=[CH:13][C:14]=1[CH:15]1[CH2:20][CH2:19][CH2:18][CH2:17][CH2:16]1)([C:4]([CH3:7])([CH3:6])[CH3:5])([CH3:3])[CH3:2], predict the reactants needed to synthesize it. The reactants are: [Si:1]([O:8][C:9]1[C:10]([F:24])=[C:11](B(O)O)[CH:12]=[CH:13][C:14]=1[CH:15]1[CH2:20][CH2:19][CH2:18][CH2:17][CH2:16]1)([C:4]([CH3:7])([CH3:6])[CH3:5])([CH3:3])[CH3:2].Br[C:26]1[N:27]=[CH:28][C:29]([NH2:32])=[N:30][CH:31]=1.C([O-])([O-])=O.[K+].[K+]. (3) Given the product [C:4](=[O:5])([O:6][CH:7]([N:9]1[C:13](=[O:14])[O:12][N:11]=[C:10]1[C:15]1[N:19]([CH3:20])[N:18]=[CH:17][C:16]=1[C:21]1[CH:22]=[CH:23][C:24]([C:25](=[O:26])[N:27]([C:41]2[C:46]([CH3:47])=[CH:45][CH:44]=[CH:43][N:42]=2)[C@@H:28]2[CH2:33][CH2:32][CH2:31][NH:30][CH2:29]2)=[CH:48][CH:49]=1)[CH3:8])[O:3][CH2:1][CH3:2], predict the reactants needed to synthesize it. The reactants are: [CH2:1]([O:3][C:4]([O:6][CH:7]([N:9]1[C:13](=[O:14])[O:12][N:11]=[C:10]1[C:15]1[N:19]([CH3:20])[N:18]=[CH:17][C:16]=1[C:21]1[CH:49]=[CH:48][C:24]([C:25]([N:27]([C:41]2[C:46]([CH3:47])=[CH:45][CH:44]=[CH:43][N:42]=2)[C@@H:28]2[CH2:33][CH2:32][CH2:31][N:30](C(OC(C)(C)C)=O)[CH2:29]2)=[O:26])=[CH:23][CH:22]=1)[CH3:8])=[O:5])[CH3:2].Cl.O1CCOCC1. (4) Given the product [C:15]([C:2]1[CH:7]=[CH:6][C:5]([C:8]2[CH:13]=[CH:12][C:11]([C:26]#[CH:27])=[CH:10][CH:9]=2)=[CH:4][CH:3]=1)#[CH:16], predict the reactants needed to synthesize it. The reactants are: I[C:2]1[CH:7]=[CH:6][C:5]([C:8]2[CH:13]=[CH:12][C:11](I)=[CH:10][CH:9]=2)=[CH:4][CH:3]=1.[CH3:15][CH2:16]N(CC)CC.C[Si]([C:26]#[CH:27])(C)C.[OH-].[K+]. (5) Given the product [C:24]([CH2:23][N:20]1[CH2:21][CH2:22][NH:11][CH2:12][CH2:13][N:14]([CH2:41][C:42]([O:44][C:45]([CH3:48])([CH3:47])[CH3:46])=[O:43])[CH2:15][CH2:16][NH:17][CH2:18][CH2:19]1)([O:26][C:27]([CH3:28])([CH3:30])[CH3:29])=[O:25], predict the reactants needed to synthesize it. The reactants are: C(OC([N:11]1[CH2:22][CH2:21][N:20]([CH2:23][C:24]([O:26][C:27]([CH3:30])([CH3:29])[CH3:28])=[O:25])[CH2:19][CH2:18][N:17](C(OCC2C=CC=CC=2)=O)[CH2:16][CH2:15][N:14]([CH2:41][C:42]([O:44][C:45]([CH3:48])([CH3:47])[CH3:46])=[O:43])[CH2:13][CH2:12]1)=O)C1C=CC=CC=1.CCOCC. (6) Given the product [CH3:26][C:4]1[CH:5]=[C:6]([C:8]2[S:9][C:10]3[C:15]([N:16]=2)=[CH:14][CH:13]=[C:12]([C:17]2([C:20]4[CH:21]=[CH:22][CH:23]=[CH:24][CH:25]=4)[CH2:18][CH2:19]2)[N:11]=3)[CH:7]=[C:2]([CH3:1])[C:3]=1[O:27][CH2:30][C@H:31]([OH:32])[CH2:33][OH:34], predict the reactants needed to synthesize it. The reactants are: [CH3:1][C:2]1[CH:7]=[C:6]([C:8]2[S:9][C:10]3[C:15]([N:16]=2)=[CH:14][CH:13]=[C:12]([C:17]2([C:20]4[CH:25]=[CH:24][CH:23]=[CH:22][CH:21]=4)[CH2:19][CH2:18]2)[N:11]=3)[CH:5]=[C:4]([CH3:26])[C:3]=1[OH:27].[F-].[Cs+].[CH2:30]1[O:32][C@@H:31]1[CH2:33][OH:34]. (7) Given the product [CH3:1][C:2]1[CH:10]=[C:9]([CH3:11])[C:8]([N+:12]([O-:14])=[O:13])=[CH:7][C:3]=1[C:4]([N:26]1[CH2:27][CH2:28][CH:23]([C:20]2[CH:21]=[CH:22][C:17]([C:15]#[N:16])=[CH:18][CH:19]=2)[CH2:24][CH2:25]1)=[O:6], predict the reactants needed to synthesize it. The reactants are: [CH3:1][C:2]1[CH:10]=[C:9]([CH3:11])[C:8]([N+:12]([O-:14])=[O:13])=[CH:7][C:3]=1[C:4]([OH:6])=O.[C:15]([C:17]1[CH:22]=[CH:21][C:20]([CH:23]2[CH2:28][CH2:27][NH:26][CH2:25][CH2:24]2)=[CH:19][CH:18]=1)#[N:16]. (8) Given the product [CH2:18]([O:17][C:12]1[CH:13]=[C:14]2[C:15](=[CH:16][C:11]=1[C:7]([CH3:10])([CH3:9])[CH3:8])[C:1](=[O:5])[CH:2]([CH3:4])[CH2:3]2)[CH:19]([CH3:21])[CH3:20], predict the reactants needed to synthesize it. The reactants are: [C:1](O)(=[O:5])[C:2]([CH3:4])=[CH2:3].[C:7]([C:11]1[CH:16]=[CH:15][CH:14]=[CH:13][C:12]=1[O:17][CH2:18][CH:19]([CH3:21])[CH3:20])([CH3:10])([CH3:9])[CH3:8].CS(O)(=O)=O.O=P12OP3(OP(OP(O3)(O1)=O)(=O)O2)=O. (9) Given the product [N:49]1([C:27](=[O:29])[CH2:26][N:24]2[CH:25]=[C:21]([C:18]3[N:17]=[C:16]4[N:12]([CH2:11][C:7]5[CH:6]=[C:5]6[C:10](=[CH:9][CH:8]=5)[N:1]=[CH:2][CH:3]=[CH:4]6)[N:13]=[N:14][C:15]4=[CH:20][CH:19]=3)[CH:22]=[N:23]2)[CH2:48][CH2:47][CH2:46][CH2:44]1, predict the reactants needed to synthesize it. The reactants are: [N:1]1[C:10]2[C:5](=[CH:6][C:7]([CH2:11][N:12]3[C:16]4=[N:17][C:18]([C:21]5[CH:22]=[N:23][N:24]([CH2:26][C:27]([OH:29])=O)[CH:25]=5)=[CH:19][CH:20]=[C:15]4[N:14]=[N:13]3)=[CH:8][CH:9]=2)[CH:4]=[CH:3][CH:2]=1.CN(C=O)C.CN(C(ON1N=NC2[CH:46]=[CH:47][CH:48]=[N:49][C:44]1=2)=[N+](C)C)C.F[P-](F)(F)(F)(F)F.N1CCCC1.